From a dataset of Forward reaction prediction with 1.9M reactions from USPTO patents (1976-2016). Predict the product of the given reaction. (1) Given the reactants Br[C:2]1[CH:3]=[C:4]([CH:7]=[CH:8][CH:9]=1)[C:5]#[N:6].[Cl-].[C:11]([O:15][C:16](=[O:19])[CH2:17][Zn+])([CH3:14])([CH3:13])[CH3:12].C1(P(C2CCCCC2)C2C=CC=CC=2C2C(N(C)C)=CC=CC=2)CCCCC1, predict the reaction product. The product is: [C:5]([C:4]1[CH:3]=[C:2]([CH2:17][C:16]([O:15][C:11]([CH3:14])([CH3:13])[CH3:12])=[O:19])[CH:9]=[CH:8][CH:7]=1)#[N:6]. (2) Given the reactants C([O:3][C:4]([C:6]1[CH:7]=[N:8][C:9]2[C:14]([C:15]=1[NH:16][CH2:17][CH:18]1[CH2:23][CH2:22][O:21][CH2:20][CH2:19]1)=[CH:13][CH:12]=[CH:11][C:10]=2[O:24][CH3:25])=O)C.[CH2:26]([N:28]=[C:29]=[O:30])[CH3:27], predict the reaction product. The product is: [CH2:26]([N:28]1[C:4](=[O:3])[C:6]2[CH:7]=[N:8][C:9]3[C:10]([O:24][CH3:25])=[CH:11][CH:12]=[CH:13][C:14]=3[C:15]=2[N:16]([CH2:17][CH:18]2[CH2:19][CH2:20][O:21][CH2:22][CH2:23]2)[C:29]1=[O:30])[CH3:27]. (3) Given the reactants [F:1][C:2]([C:5]1[O:9][N:8]=[C:7]([C:10]2[S:14][C:13]([S:15]([OH:18])(=O)=[O:16])=[CH:12][CH:11]=2)[CH:6]=1)([F:4])[CH3:3].CN(C)C=O.S(Cl)([Cl:26])=O, predict the reaction product. The product is: [F:1][C:2]([C:5]1[O:9][N:8]=[C:7]([C:10]2[S:14][C:13]([S:15]([Cl:26])(=[O:18])=[O:16])=[CH:12][CH:11]=2)[CH:6]=1)([F:4])[CH3:3]. (4) Given the reactants C(N[C:6]1[N:14]=[C:13]2[C:9]([N:10]=[C:11]([O:20][CH3:21])[N:12]2[CH2:15][CH2:16][CH2:17][CH2:18][Cl:19])=[C:8]([NH2:22])[N:7]=1)CCC.FC(F)(F)C(O)=O.COC1N=C2C(N=1)=C(N)NC([O:42][C@@H:43]([CH3:46])[CH2:44][CH3:45])=N2.BrCCCCCl, predict the reaction product. The product is: [Cl:19][CH2:18][CH2:17][CH2:16][CH2:15][N:12]1[C:11]([O:20][CH3:21])=[N:10][C:9]2[C:13]1=[N:14][C:6]([O:42][C@@H:43]([CH3:46])[CH2:44][CH3:45])=[N:7][C:8]=2[NH2:22]. (5) The product is: [Cl:29][C:4]1[CH:3]=[CH:2][CH:7]=[CH:6][C:5]=1[NH:8][C:9]([NH:11][C:12]1[CH:17]=[CH:16][CH:15]=[C:14]([C:18]2[CH:23]=[CH:22][CH:21]=[C:20]([N:24]3[CH2:25][CH2:26][CH2:27][CH2:28]3)[N:19]=2)[CH:13]=1)=[O:10]. Given the reactants Cl[C:2]1[CH:7]=[CH:6][C:5]([NH:8][C:9]([NH:11][C:12]2[CH:17]=[CH:16][CH:15]=[C:14]([C:18]3[CH:23]=[CH:22][CH:21]=[C:20]([N:24]4[CH2:28][CH2:27][CH2:26][CH2:25]4)[N:19]=3)[CH:13]=2)=[O:10])=[CH:4][CH:3]=1.[Cl:29]NC1C=CC=CC=1.CCN(C(C)C)C(C)C, predict the reaction product.